Dataset: Peptide-MHC class I binding affinity with 185,985 pairs from IEDB/IMGT. Task: Regression. Given a peptide amino acid sequence and an MHC pseudo amino acid sequence, predict their binding affinity value. This is MHC class I binding data. The MHC is HLA-A68:02 with pseudo-sequence HLA-A68:02. The binding affinity (normalized) is 0. The peptide sequence is HRCQAIRK.